Dataset: Catalyst prediction with 721,799 reactions and 888 catalyst types from USPTO. Task: Predict which catalyst facilitates the given reaction. (1) Reactant: [Cl:1][C:2]1[N:7]=[C:6](Cl)[C:5]([N+:9]([O-:11])=[O:10])=[CH:4][N:3]=1.C([O-])(O)=O.[Na+].[CH2:17]([O:19][C:20](=[O:28])[C:21]1[CH:26]=[CH:25][C:24]([OH:27])=[CH:23][CH:22]=1)[CH3:18]. Product: [CH2:17]([O:19][C:20](=[O:28])[C:21]1[CH:26]=[CH:25][C:24]([O:27][C:6]2[C:5]([N+:9]([O-:11])=[O:10])=[CH:4][N:3]=[C:2]([Cl:1])[N:7]=2)=[CH:23][CH:22]=1)[CH3:18]. The catalyst class is: 21. (2) Reactant: N(C(OC(C)C)=O)=NC(OC(C)C)=O.[CH2:15]([N:17]([CH2:39][CH3:40])[C:18](=[O:38])[CH2:19][C:20]1[C:21]([C:31]2[CH:36]=[CH:35][C:34]([OH:37])=[CH:33][CH:32]=2)=[N:22][N:23]2[C:28]([CH3:29])=[CH:27][C:26]([CH3:30])=[N:25][C:24]=12)[CH3:16].C1(P(C2C=CC=CC=2)C2C=CC=CC=2)C=CC=CC=1.[S:60]([C:67]1[CH:73]=[CH:72][C:70]([CH3:71])=[CH:69][CH:68]=1)([O:63][CH2:64][CH2:65]O)(=[O:62])=[O:61]. Product: [CH2:39]([N:17]([CH2:15][CH3:16])[C:18]([CH2:19][C:20]1[C:21]([C:31]2[CH:32]=[CH:33][C:34]([O:37][CH2:65][CH2:64][O:63][S:60]([C:67]3[CH:73]=[CH:72][C:70]([CH3:71])=[CH:69][CH:68]=3)(=[O:62])=[O:61])=[CH:35][CH:36]=2)=[N:22][N:23]2[C:28]([CH3:29])=[CH:27][C:26]([CH3:30])=[N:25][C:24]=12)=[O:38])[CH3:40]. The catalyst class is: 1. (3) Reactant: [OH:1][C:2]1[CH:7]=[CH:6][CH:5]=[CH:4][C:3]=1[C:8]1[N:17]=[C:16]([N:18]2[CH2:22][CH2:21][C@@H:20]([NH:23]C(=O)OC(C)(C)C)[CH2:19]2)[C:15]2[C:10](=[CH:11][C:12]([CH3:31])=[CH:13][CH:14]=2)[N:9]=1.C(O)(C(F)(F)F)=O. Product: [NH2:23][C@@H:20]1[CH2:21][CH2:22][N:18]([C:16]2[C:15]3[C:10](=[CH:11][C:12]([CH3:31])=[CH:13][CH:14]=3)[N:9]=[C:8]([C:3]3[CH:4]=[CH:5][CH:6]=[CH:7][C:2]=3[OH:1])[N:17]=2)[CH2:19]1. The catalyst class is: 2. (4) Reactant: [Br:1][C:2]1[CH:3]=[C:4]([CH2:8][CH2:9][CH2:10][NH2:11])[CH:5]=[CH:6][CH:7]=1.C[O:13][C:14](=O)[C:15]1[CH:20]=[CH:19][CH:18]=[CH:17][C:16]=1[CH2:21]Br.C([O-])([O-])=O.[K+].[K+].C(OCC)(=O)C. Product: [Br:1][C:2]1[CH:3]=[C:4]([CH2:8][CH2:9][CH2:10][N:11]2[CH2:21][C:16]3[C:15](=[CH:20][CH:19]=[CH:18][CH:17]=3)[C:14]2=[O:13])[CH:5]=[CH:6][CH:7]=1. The catalyst class is: 11. (5) Reactant: [C:1]([O:5][C:6]([N:8]1[CH2:13][C@@H:12]2[CH2:14][C@H:9]1[CH2:10][NH:11]2)=[O:7])([CH3:4])([CH3:3])[CH3:2].[Br:15][C:16]1[N:17]=[N:18][C:19](Br)=[CH:20][CH:21]=1. Product: [NH3:8].[Br:15][C:16]1[N:17]=[N:18][C:19]([N:11]2[CH2:10][C@@H:9]3[CH2:14][C@H:12]2[CH2:13][N:8]3[C:6]([O:5][C:1]([CH3:4])([CH3:2])[CH3:3])=[O:7])=[CH:20][CH:21]=1. The catalyst class is: 12. (6) Reactant: [CH3:13][C:12]([O:11][C:9](O[C:9]([O:11][C:12]([CH3:15])([CH3:14])[CH3:13])=[O:10])=[O:10])([CH3:15])[CH3:14].[OH:16][C:17]1[CH:22]=[CH:21][C:20]([NH:23][CH2:24][C:25]([OH:27])=[O:26])=[CH:19][CH:18]=1.C([O-])(O)=O.[Na+]. Product: [C:9]([N:23]([C:20]1[CH:21]=[CH:22][C:17]([OH:16])=[CH:18][CH:19]=1)[CH2:24][C:25]([OH:27])=[O:26])([O:11][C:12]([CH3:13])([CH3:14])[CH3:15])=[O:10]. The catalyst class is: 20.